This data is from NCI-60 drug combinations with 297,098 pairs across 59 cell lines. The task is: Regression. Given two drug SMILES strings and cell line genomic features, predict the synergy score measuring deviation from expected non-interaction effect. (1) Drug 2: CC(C)NC(=O)C1=CC=C(C=C1)CNNC.Cl. Drug 1: CN(C)N=NC1=C(NC=N1)C(=O)N. Cell line: OVCAR-8. Synergy scores: CSS=-3.16, Synergy_ZIP=0.797, Synergy_Bliss=4.02, Synergy_Loewe=0.921, Synergy_HSA=0.971. (2) Drug 1: C1=NC(=NC(=O)N1C2C(C(C(O2)CO)O)O)N. Drug 2: CC12CCC3C(C1CCC2OP(=O)(O)O)CCC4=C3C=CC(=C4)OC(=O)N(CCCl)CCCl.[Na+]. Cell line: HCT-15. Synergy scores: CSS=45.3, Synergy_ZIP=3.47, Synergy_Bliss=7.47, Synergy_Loewe=-11.6, Synergy_HSA=-1.31. (3) Drug 1: C1=NC2=C(N1)C(=S)N=C(N2)N. Drug 2: CCC1(CC2CC(C3=C(CCN(C2)C1)C4=CC=CC=C4N3)(C5=C(C=C6C(=C5)C78CCN9C7C(C=CC9)(C(C(C8N6C)(C(=O)OC)O)OC(=O)C)CC)OC)C(=O)OC)O.OS(=O)(=O)O. Cell line: NCIH23. Synergy scores: CSS=47.3, Synergy_ZIP=-7.16, Synergy_Bliss=-2.48, Synergy_Loewe=-2.66, Synergy_HSA=-0.126.